Dataset: Catalyst prediction with 721,799 reactions and 888 catalyst types from USPTO. Task: Predict which catalyst facilitates the given reaction. (1) Reactant: [NH:1]1[C:5]2[CH:6]=[CH:7][CH:8]=[CH:9][C:4]=2[N:3]=[C:2]1[C:10]([N:12]1[CH2:15][CH:14]([C:16]2[C:17]([C:22]3[CH:27]=[CH:26][C:25]([C:28](=[O:30])[CH3:29])=[CH:24][CH:23]=3)=[N:18][CH:19]=[CH:20][N:21]=2)[CH2:13]1)=[O:11].[BH4-].[BH4-].[BH4-].[BH4-].[Na+].[Na+].[Na+].[Na+].[Cl-].[NH4+]. Product: [NH:1]1[C:5]2[CH:6]=[CH:7][CH:8]=[CH:9][C:4]=2[N:3]=[C:2]1[C:10]([N:12]1[CH2:13][CH:14]([C:16]2[C:17]([C:22]3[CH:23]=[CH:24][C:25]([CH:28]([OH:30])[CH3:29])=[CH:26][CH:27]=3)=[N:18][CH:19]=[CH:20][N:21]=2)[CH2:15]1)=[O:11]. The catalyst class is: 5. (2) Reactant: [CH2:1]([O:3][C:4]1[CH:5]=[C:6]([N:10]2[CH:14]=[C:13]([C:15]([N:17]3[CH2:22][CH2:21][N:20](C(OCC4C=CC=CC=4)=O)[CH2:19][C@@H:18]3[C:33]([O:35]C)=O)=[O:16])[N:12]=[C:11]2[C:37]2[CH:42]=[CH:41][C:40]([CH3:43])=[CH:39][CH:38]=2)[CH:7]=[CH:8][CH:9]=1)[CH3:2].CC([CH:47]1NC(=O)C(CCSC)NC(=O)C(NC(C(NC(C(NC(C(NC(C(N)CC(O)=O)=O)C(O)C)=O)CCSC)=O)CCCNC(N)=N)=O)CSSCC(C(NC(C(NC(C(NC(C(O)=O)C(C)C)=O)CCC(O)=O)=O)CC2C3C(=CC=CC=3)NC=2)=O)NC(=O)C2N(CCC2)C(=O)C(CCCNC(N)=N)NC(=O)C(CC2C=CC(O)=CC=2)NC(=O)C(C(C)C)NC(=O)C(CCCNC(N)=N)NC(=O)CN[C:48]1=[O:49])C.CN1C=CN=C1.CS(Cl)(=O)=O.C[C@@]1(C([O-])=O)NCCN(C(OCC2C=CC=CC=2)=O)C1. Product: [C:48]([O:35][CH2:33][C@H:18]1[CH2:19][NH:20][CH2:21][CH2:22][N:17]1[C:15]([C:13]1[N:12]=[C:11]([C:37]2[CH:42]=[CH:41][C:40]([CH3:43])=[CH:39][CH:38]=2)[N:10]([C:6]2[CH:7]=[CH:8][CH:9]=[C:4]([O:3][CH2:1][CH3:2])[CH:5]=2)[CH:14]=1)=[O:16])(=[O:49])[CH3:47]. The catalyst class is: 4. (3) Reactant: [CH2:1]([CH:3]([CH2:19][CH3:20])[CH:4]([C:6]1[N:10]([C:11]2[CH:16]=[CH:15][C:14]([O:17][CH3:18])=[CH:13][CH:12]=2)[N:9]=[CH:8][CH:7]=1)O)[CH3:2].C1(P(C2C=CC=CC=2)C2C=CC=CC=2)C=CC=CC=1.N(C(OCC)=O)=NC(OCC)=O.C1(P([N:66]=[N+:67]=[N-:68])(C2C=CC=CC=2)=O)C=CC=CC=1. Product: [N:66]([CH:4]([C:6]1[N:10]([C:11]2[CH:16]=[CH:15][C:14]([O:17][CH3:18])=[CH:13][CH:12]=2)[N:9]=[CH:8][CH:7]=1)[CH:3]([CH2:19][CH3:20])[CH2:1][CH3:2])=[N+:67]=[N-:68]. The catalyst class is: 49.